From a dataset of Reaction yield outcomes from USPTO patents with 853,638 reactions. Predict the reaction yield, written as a fraction of the theoretical maximum amount of product (1.0 means a 100% yield; for example, 0.34 means a 34% yield). The reactants are [C:1]([O:5][C:6]([N:8]1[CH2:13][CH2:12][C@H:11]([CH2:14][OH:15])[C@H:10]([O:16][CH2:17][O:18][CH3:19])[CH2:9]1)=[O:7])([CH3:4])([CH3:3])[CH3:2].[H-].[Na+].[CH2:22]([C:26]1[N:27]=[N:28][C:29](Cl)=[CH:30][C:31]=1[C:32]1[CH:37]=[CH:36][C:35]([O:38][CH:39]2[CH2:44][CH2:43][CH2:42][CH2:41][CH2:40]2)=[CH:34][CH:33]=1)[CH2:23][CH2:24][CH3:25].O. The catalyst is CN(C=O)C.C(OCC)(=O)C. The product is [C:1]([O:5][C:6]([N:8]1[CH2:13][CH2:12][C@H:11]([CH2:14][O:15][C:29]2[N:28]=[N:27][C:26]([CH2:22][CH2:23][CH2:24][CH3:25])=[C:31]([C:32]3[CH:33]=[CH:34][C:35]([O:38][CH:39]4[CH2:44][CH2:43][CH2:42][CH2:41][CH2:40]4)=[CH:36][CH:37]=3)[CH:30]=2)[C@H:10]([O:16][CH2:17][O:18][CH3:19])[CH2:9]1)=[O:7])([CH3:4])([CH3:3])[CH3:2]. The yield is 0.440.